This data is from Full USPTO retrosynthesis dataset with 1.9M reactions from patents (1976-2016). The task is: Predict the reactants needed to synthesize the given product. Given the product [NH2:23][C:2]1[C:10]([N+:11]([O-:13])=[O:12])=[CH:9][C:5]([C:17]([NH2:15])=[O:18])=[CH:4][N:3]=1, predict the reactants needed to synthesize it. The reactants are: O[C:2]1[C:10]([N+:11]([O-:13])=[O:12])=[CH:9][C:5](C(O)=O)=[CH:4][N:3]=1.C[N:15]([CH:17]=[O:18])C.S(Cl)(Cl)=O.[NH3:23].